The task is: Predict the product of the given reaction.. This data is from Forward reaction prediction with 1.9M reactions from USPTO patents (1976-2016). (1) Given the reactants FC1C(O[C:9]([C:11]2[CH:12]=[C:13]3[C:17](=[CH:18][CH:19]=2)[NH:16][C:15](=[O:20])[C:14]3=[N:21][NH:22][C:23]2[CH:28]=[CH:27][C:26]([S:29](=[O:32])(=[O:31])[NH2:30])=[CH:25][CH:24]=2)=[O:10])=C(F)C(F)=C(F)C=1F.[NH2:37][CH2:38][C:39]1[O:40][CH:41]=[CH:42][CH:43]=1, predict the reaction product. The product is: [O:40]1[CH:41]=[CH:42][CH:43]=[C:39]1[CH2:38][NH:37][C:9]([C:11]1[CH:12]=[C:13]2[C:17](=[CH:18][CH:19]=1)[NH:16][C:15](=[O:20])[C:14]2=[N:21][NH:22][C:23]1[CH:28]=[CH:27][C:26]([S:29](=[O:31])(=[O:32])[NH2:30])=[CH:25][CH:24]=1)=[O:10]. (2) Given the reactants [CH2:1]([O:3][C:4](=[O:19])[C@@H:5]([O:17][CH3:18])[CH2:6][C:7]1[CH:12]=[CH:11][C:10]([C:13]#[C:14][CH2:15]O)=[CH:9][CH:8]=1)[CH3:2].C(N(CC)CC)C.S([Cl:31])(C)(=O)=O, predict the reaction product. The product is: [CH2:1]([O:3][C:4](=[O:19])[C@@H:5]([O:17][CH3:18])[CH2:6][C:7]1[CH:12]=[CH:11][C:10]([C:13]#[C:14][CH2:15][Cl:31])=[CH:9][CH:8]=1)[CH3:2].